From a dataset of Acute oral toxicity (LD50) regression data from Zhu et al.. Regression/Classification. Given a drug SMILES string, predict its toxicity properties. Task type varies by dataset: regression for continuous values (e.g., LD50, hERG inhibition percentage) or binary classification for toxic/non-toxic outcomes (e.g., AMES mutagenicity, cardiotoxicity, hepatotoxicity). Dataset: ld50_zhu. (1) The compound is CC(=O)Nc1ccc2[nH]c(C(F)(F)F)nc2c1. The rat oral LD50 is 4.01, given as -log10 of the dose in mol/kg body weight (higher means more acutely toxic). (2) The compound is O=NN(c1ccccc1)c1ccccc1. The rat oral LD50 is 1.90, given as -log10 of the dose in mol/kg body weight (higher means more acutely toxic). (3) The drug is CC(C)(O)C(=O)OCCc1ccccc1. The rat oral LD50 is 1.76, given as -log10 of the dose in mol/kg body weight (higher means more acutely toxic). (4) The drug is CCC(CC)(CO)CO. The rat oral LD50 is 2.19, given as -log10 of the dose in mol/kg body weight (higher means more acutely toxic). (5) The compound is CCOC(=O)c1noc(C)c1C(=O)c1ccccc1. The rat oral LD50 is 2.41, given as -log10 of the dose in mol/kg body weight (higher means more acutely toxic).